Dataset: Full USPTO retrosynthesis dataset with 1.9M reactions from patents (1976-2016). Task: Predict the reactants needed to synthesize the given product. Given the product [C:19]1([CH:18]([C:25]2[CH:26]=[CH:27][CH:28]=[CH:29][CH:30]=2)[N:11]2[C:12]3[C:17](=[CH:16][CH:15]=[CH:14][CH:13]=3)[C:9]3([C:5]4[CH:6]=[C:7]([F:8])[C:2]([F:1])=[CH:3][C:4]=4[O:32][CH2:33]3)[C:10]2=[O:31])[CH:24]=[CH:23][CH:22]=[CH:21][CH:20]=1, predict the reactants needed to synthesize it. The reactants are: [F:1][C:2]1[C:7]([F:8])=[CH:6][C:5]([CH:9]2[C:17]3[C:12](=[CH:13][CH:14]=[CH:15][CH:16]=3)[N:11]([CH:18]([C:25]3[CH:30]=[CH:29][CH:28]=[CH:27][CH:26]=3)[C:19]3[CH:24]=[CH:23][CH:22]=[CH:21][CH:20]=3)[C:10]2=[O:31])=[C:4]([OH:32])[CH:3]=1.[C:33](=O)([O-])[O-].[Cs+].[Cs+].ClCI.